This data is from Catalyst prediction with 721,799 reactions and 888 catalyst types from USPTO. The task is: Predict which catalyst facilitates the given reaction. (1) Reactant: O[CH:2]=[C:3]1[C:11]2[C:6](=[CH:7][C:8]([C:12]([C:14]3[CH:15]=[C:16]([NH:20][C:21]([C:23]4[N:24]([CH3:29])[N:25]=[C:26]([CH3:28])[CH:27]=4)=[O:22])[CH:17]=[CH:18][CH:19]=3)=[O:13])=[CH:9][CH:10]=2)[NH:5][C:4]1=[O:30].C1COCC1.[NH2:36][C:37]1[CH:42]=[CH:41][C:40]([CH2:43][CH2:44][OH:45])=[CH:39][CH:38]=1. Product: [OH:45][CH2:44][CH2:43][C:40]1[CH:41]=[CH:42][C:37]([NH:36][CH:2]=[C:3]2[C:11]3[C:6](=[CH:7][C:8]([C:12]([C:14]4[CH:15]=[C:16]([NH:20][C:21]([C:23]5[N:24]([CH3:29])[N:25]=[C:26]([CH3:28])[CH:27]=5)=[O:22])[CH:17]=[CH:18][CH:19]=4)=[O:13])=[CH:9][CH:10]=3)[NH:5][C:4]2=[O:30])=[CH:38][CH:39]=1. The catalyst class is: 25. (2) Reactant: [C:1]([C:5]1[N:9]([CH2:10][CH:11]2[CH2:16][CH2:15][O:14][CH2:13][CH2:12]2)[C:8]2[CH:17]=[CH:18][C:19]([NH:21]C(=O)C)=[CH:20][C:7]=2[N:6]=1)([CH3:4])([CH3:3])[CH3:2].Cl. Product: [C:1]([C:5]1[N:9]([CH2:10][CH:11]2[CH2:16][CH2:15][O:14][CH2:13][CH2:12]2)[C:8]2[CH:17]=[CH:18][C:19]([NH2:21])=[CH:20][C:7]=2[N:6]=1)([CH3:4])([CH3:2])[CH3:3]. The catalyst class is: 14. (3) Reactant: [NH2:1][C:2]1[N:3]=[C:4]([C:7]2[CH:8]=[C:9]3[C:14](=[CH:15][CH:16]=2)[C:13](=[O:17])[N:12]([CH2:18][CH:19]([CH3:21])[CH3:20])[C:11]([CH2:22][NH:23][C:24](=[O:30])[O:25][C:26]([CH3:29])([CH3:28])[CH3:27])=[C:10]3[C:31]2[CH:36]=[CH:35][CH:34]=[CH:33][CH:32]=2)[S:5][CH:6]=1.[C:37](Cl)(=[O:39])[CH3:38].O. Product: [C:37]([NH:1][C:2]1[N:3]=[C:4]([C:7]2[CH:8]=[C:9]3[C:14](=[CH:15][CH:16]=2)[C:13](=[O:17])[N:12]([CH2:18][CH:19]([CH3:20])[CH3:21])[C:11]([CH2:22][NH:23][C:24](=[O:30])[O:25][C:26]([CH3:27])([CH3:28])[CH3:29])=[C:10]3[C:31]2[CH:32]=[CH:33][CH:34]=[CH:35][CH:36]=2)[S:5][CH:6]=1)(=[O:39])[CH3:38]. The catalyst class is: 80. (4) Reactant: [NH2:1][C:2]1[N:3]([CH3:31])[C:4](=[O:30])[C:5]([CH3:29])([CH3:28])[C@:6]([C:9]2[CH:10]=[C:11]([NH:16][CH:17]3[CH2:22][CH:21]4[CH2:23][CH:18]3[CH2:19][CH:20]4[O:24]C(=O)C)[CH:12]=[CH:13][C:14]=2[F:15])([CH3:8])[N:7]=1.[Li+].[OH-]. Product: [NH2:1][C:2]1[N:3]([CH3:31])[C:4](=[O:30])[C:5]([CH3:29])([CH3:28])[C@:6]([C:9]2[CH:10]=[C:11]([NH:16][CH:17]3[CH2:22][CH:21]4[CH2:23][CH:18]3[CH2:19][CH:20]4[OH:24])[CH:12]=[CH:13][C:14]=2[F:15])([CH3:8])[N:7]=1. The catalyst class is: 87. (5) Reactant: [F:1][CH:2]([F:35])[C:3]1[S:7][C:6]([C:8]([NH:10][C:11]2[N:15]([CH2:16][C@H:17]3[CH2:21][CH2:20][CH2:19][N:18]3C(OC(C)(C)C)=O)[C:14]3[CH:29]=[CH:30][C:31]([CH2:33][OH:34])=[CH:32][C:13]=3[N:12]=2)=[O:9])=[CH:5][CH:4]=1.Cl. Product: [F:35][CH:2]([F:1])[C:3]1[S:7][C:6]([C:8]([NH:10][C:11]2[N:15]([CH2:16][C@H:17]3[CH2:21][CH2:20][CH2:19][NH:18]3)[C:14]3[CH:29]=[CH:30][C:31]([CH2:33][OH:34])=[CH:32][C:13]=3[N:12]=2)=[O:9])=[CH:5][CH:4]=1. The catalyst class is: 135. (6) Reactant: C([O:4][CH2:5][C:6]1[N:7]=[C:8]([NH:11][C:12](=[O:14])[CH3:13])[S:9][CH:10]=1)(=O)C.C(=O)([O-])[O-].[K+].[K+]. Product: [OH:4][CH2:5][C:6]1[N:7]=[C:8]([NH:11][C:12](=[O:14])[CH3:13])[S:9][CH:10]=1. The catalyst class is: 5.